From a dataset of Peptide-MHC class II binding affinity with 134,281 pairs from IEDB. Regression. Given a peptide amino acid sequence and an MHC pseudo amino acid sequence, predict their binding affinity value. This is MHC class II binding data. (1) The peptide sequence is LGTFDTVQIIKLLPF. The MHC is DRB1_1101 with pseudo-sequence DRB1_1101. The binding affinity (normalized) is 0.487. (2) The peptide sequence is QDKFLANVSTVLTGK. The MHC is DRB1_0404 with pseudo-sequence DRB1_0404. The binding affinity (normalized) is 0.687. (3) The peptide sequence is SQDLELSWNLNGIQAY. The MHC is HLA-DQA10301-DQB10302 with pseudo-sequence HLA-DQA10301-DQB10302. The binding affinity (normalized) is 0.640. (4) The peptide sequence is MYLGTCKTLTPLMSS. The MHC is DRB1_0101 with pseudo-sequence DRB1_0101. The binding affinity (normalized) is 0.575.